Dataset: Full USPTO retrosynthesis dataset with 1.9M reactions from patents (1976-2016). Task: Predict the reactants needed to synthesize the given product. (1) Given the product [Cl:1][C:2]1[CH:7]=[CH:6][C:5]([Cl:8])=[CH:4][C:3]=1[S:9][CH2:10][CH2:11][CH2:28][C:29]([OH:31])=[O:30], predict the reactants needed to synthesize it. The reactants are: [Cl:1][C:2]1[CH:7]=[CH:6][C:5]([Cl:8])=[CH:4][C:3]=1[S:9][CH2:10][C:11](O)=O.ClC1C=CC(Cl)=CC=1S.[OH-].[K+].BrCC[CH2:28][C:29]([O:31]CC)=[O:30]. (2) The reactants are: [O:1]=[C:2]1[C:10]2[C:5](=[CH:6][CH:7]=[CH:8][CH:9]=2)[C:4](=[O:11])[N:3]1[CH2:12][CH2:13][N:14]([C:34](=[O:41])[CH2:35][C:36]([O:38][CH2:39][CH3:40])=[O:37])[C:15]1[C:16]([C:29](OCC)=[O:30])=[N:17][CH:18]=[C:19]([CH2:21][C:22]2[CH:27]=[CH:26][C:25]([F:28])=[CH:24][CH:23]=2)[CH:20]=1.C1CCN2C(=NCCC2)CC1.OS([O-])(=O)=O.[Na+]. Given the product [O:11]=[C:4]1[C:5]2[C:10](=[CH:9][CH:8]=[CH:7][CH:6]=2)[C:2](=[O:1])[N:3]1[CH2:12][CH2:13][N:14]1[C:15]2[C:16](=[N:17][CH:18]=[C:19]([CH2:21][C:22]3[CH:23]=[CH:24][C:25]([F:28])=[CH:26][CH:27]=3)[CH:20]=2)[C:29]([OH:30])=[C:35]([C:36]([O:38][CH2:39][CH3:40])=[O:37])[C:34]1=[O:41], predict the reactants needed to synthesize it. (3) Given the product [Cl:8][C:6]1[N:5]=[CH:4][N:3]=[C:2]([C:14]2[O:15][CH:16]=[CH:17][N:18]=2)[CH:7]=1, predict the reactants needed to synthesize it. The reactants are: Cl[C:2]1[CH:7]=[C:6]([Cl:8])[N:5]=[CH:4][N:3]=1.C([Sn](CCCC)(CCCC)[C:14]1[O:15][CH:16]=[CH:17][N:18]=1)CCC.CN(C=O)C.[F-].[K+]. (4) Given the product [CH3:14][O:15][C:16]1[CH:25]=[C:24]2[C:19]([N:20]=[CH:21][C:22]([S:26][CH2:27][CH2:28][N:29]3[CH2:30][CH2:31][CH:32]([NH:35][C:11]([C:9]4[CH:8]=[CH:7][C:6]5[O:1][CH2:2][CH2:3][O:4][C:5]=5[CH:10]=4)=[O:13])[CH2:33][CH2:34]3)=[N:23]2)=[CH:18][CH:17]=1, predict the reactants needed to synthesize it. The reactants are: [O:1]1[C:6]2[CH:7]=[CH:8][C:9]([C:11]([OH:13])=O)=[CH:10][C:5]=2[O:4][CH2:3][CH2:2]1.[CH3:14][O:15][C:16]1[CH:25]=[C:24]2[C:19]([N:20]=[CH:21][C:22]([S:26][CH2:27][CH2:28][N:29]3[CH2:34][CH2:33][CH:32]([NH2:35])[CH2:31][CH2:30]3)=[N:23]2)=[CH:18][CH:17]=1. (5) Given the product [Cl:10][C:4]1[CH:5]=[CH:6][CH:7]=[C:8]([Cl:9])[C:3]=1[CH2:2][O:21][C:19]1[CH:18]=[CH:17][C:15]2[N:16]=[C:12]([NH2:11])[S:13][C:14]=2[CH:20]=1, predict the reactants needed to synthesize it. The reactants are: Br[CH2:2][C:3]1[C:8]([Cl:9])=[CH:7][CH:6]=[CH:5][C:4]=1[Cl:10].[NH2:11][C:12]1[S:13][C:14]2[CH:20]=[C:19]([OH:21])[CH:18]=[CH:17][C:15]=2[N:16]=1.[OH-].[Na+].C(=O)([O-])O.[Na+]. (6) The reactants are: [BH4-].[Na+].[CH3:3][O:4][C:5]1[CH:12]=[CH:11][C:8]([C:9]#[N:10])=[CH:7][C:6]=1[N+:13]([O-])=O. Given the product [NH2:13][C:6]1[CH:7]=[C:8]([CH:11]=[CH:12][C:5]=1[O:4][CH3:3])[C:9]#[N:10], predict the reactants needed to synthesize it. (7) Given the product [Cl:17][C:14]1[NH:13][C:12](=[O:20])[C:1]2[C:16]([CH:15]=1)=[N:28][CH:26]=[C:7]1[C:2]=2[CH:3]=[CH:4][CH:5]=[CH:6]1, predict the reactants needed to synthesize it. The reactants are: [C:1](Cl)(=O)[C:2]1[CH:7]=[CH:6][CH:5]=[CH:4][CH:3]=1.NC1[C:12](Cl)=[N:13][C:14]([Cl:17])=[CH:15][CH:16]=1.C(=O)([O-])[O-:20].[Na+].[Na+].C[C:26]([N:28](C)C)=O. (8) Given the product [NH:6]1[C@H:5]([C:3]([O:2][CH3:1])=[O:4])[CH2:10][CH2:9][CH2:8][C@@H:7]1[C:11]([O:13][CH3:14])=[O:12], predict the reactants needed to synthesize it. The reactants are: [CH3:1][O:2][C:3]([C:5]1[CH:10]=[CH:9][CH:8]=[C:7]([C:11]([O:13][CH3:14])=[O:12])[N:6]=1)=[O:4]. (9) The reactants are: Br[CH2:2][CH2:3][CH2:4][CH2:5][C:6]1[C:15](=[O:16])[C:14]2[C:9](=[CH:10][C:11]([NH:18][CH:19]3[CH2:24][CH2:23][CH2:22][CH2:21][CH2:20]3)=[C:12]([F:17])[CH:13]=2)[N:8]([CH:25]([CH2:28][CH3:29])[CH2:26][CH3:27])[CH:7]=1.[CH2:30]([O:32][P:33]([O:37]CC)[O:34][CH2:35][CH3:36])[CH3:31]. Given the product [CH:19]1([NH:18][C:11]2[CH:10]=[C:9]3[C:14]([C:15](=[O:16])[C:6]([CH2:5][CH2:4][CH2:3][CH2:2][P:33](=[O:37])([O:34][CH2:35][CH3:36])[O:32][CH2:30][CH3:31])=[CH:7][N:8]3[CH:25]([CH2:28][CH3:29])[CH2:26][CH3:27])=[CH:13][C:12]=2[F:17])[CH2:24][CH2:23][CH2:22][CH2:21][CH2:20]1, predict the reactants needed to synthesize it.